Dataset: Catalyst prediction with 721,799 reactions and 888 catalyst types from USPTO. Task: Predict which catalyst facilitates the given reaction. (1) Reactant: [CH3:1][O:2][C:3](=[O:26])[CH2:4][C@H:5]1[C:9]2[CH:10]=[CH:11][C:12]([O:14][C@H:15]3[C:23]4[C:18](=[C:19]([OH:25])[CH:20]=[CH:21][C:22]=4[F:24])[CH2:17][CH2:16]3)=[CH:13][C:8]=2[O:7][CH2:6]1.Cl[C:28]1[S:29][C:30]2[CH:36]=[CH:35][CH:34]=[CH:33][C:31]=2[N:32]=1.C([O-])([O-])=O.[K+].[K+]. Product: [CH3:1][O:2][C:3](=[O:26])[CH2:4][C@H:5]1[C:9]2[CH:10]=[CH:11][C:12]([O:14][C@H:15]3[C:23]4[C:18](=[C:19]([O:25][C:28]5[S:29][C:30]6[CH:36]=[CH:35][CH:34]=[CH:33][C:31]=6[N:32]=5)[CH:20]=[CH:21][C:22]=4[F:24])[CH2:17][CH2:16]3)=[CH:13][C:8]=2[O:7][CH2:6]1. The catalyst class is: 10. (2) Reactant: [OH-].[Na+].C([O:5][C:6]([C:8]1[C:9](/[CH:23]=[CH:24]/[CH3:25])=[N:10][C:11]2[C:16]([C:17]=1[CH3:18])=[CH:15][CH:14]=[C:13]([C:19]([F:22])([F:21])[F:20])[CH:12]=2)=[O:7])C. Product: [CH3:18][C:17]1[C:16]2[C:11](=[CH:12][C:13]([C:19]([F:20])([F:21])[F:22])=[CH:14][CH:15]=2)[N:10]=[C:9](/[CH:23]=[CH:24]/[CH3:25])[C:8]=1[C:6]([OH:7])=[O:5]. The catalyst class is: 315. (3) Reactant: [F:1][C:2]1[C:3]([OH:12])=[C:4]([CH:8]=[CH:9][C:10]=1[F:11])[C:5](O)=[O:6].S(C)C.CO. Product: [F:1][C:2]1[C:10]([F:11])=[CH:9][CH:8]=[C:4]([CH2:5][OH:6])[C:3]=1[OH:12]. The catalyst class is: 1. (4) Reactant: [CH3:1][O:2][C:3]1[CH:4]=[CH:5][C:6]2[NH:12][C:11](=[O:13])[N:10]([CH:14]3[CH2:19][CH2:18][NH:17][CH2:16][CH2:15]3)[CH2:9][CH2:8][C:7]=2[CH:20]=1.[CH2:21]([O:28][C:29]1[CH:34]=[C:33]([C:35]([C:37]2[CH:47]=[C:46]([CH3:48])[C:40]3[N:41]([CH3:45])[C:42](=[O:44])[O:43][C:39]=3[CH:38]=2)=[O:36])[CH:32]=[C:31](Cl)[N:30]=1)[C:22]1[CH:27]=[CH:26][CH:25]=[CH:24][CH:23]=1. Product: [CH2:21]([O:28][C:29]1[N:30]=[C:31]([N:17]2[CH2:18][CH2:19][CH:14]([N:10]3[CH2:9][CH2:8][C:7]4[CH:20]=[C:3]([O:2][CH3:1])[CH:4]=[CH:5][C:6]=4[NH:12][C:11]3=[O:13])[CH2:15][CH2:16]2)[CH:32]=[C:33]([C:35]([C:37]2[CH:47]=[C:46]([CH3:48])[C:40]3[N:41]([CH3:45])[C:42](=[O:44])[O:43][C:39]=3[CH:38]=2)=[O:36])[CH:34]=1)[C:22]1[CH:23]=[CH:24][CH:25]=[CH:26][CH:27]=1. The catalyst class is: 37. (5) Reactant: [C:1]([O:5][C:6]([NH:8][C@H:9]([C:23]([O:25][CH3:26])=[O:24])[CH2:10][C:11]1[CH:16]=[CH:15][C:14]([CH2:17][CH2:18][CH2:19][CH:20]([OH:22])[CH3:21])=[CH:13][CH:12]=1)=[O:7])([CH3:4])([CH3:3])[CH3:2].[Cr](O[Cr]([O-])(=O)=O)([O-])(=O)=O.[NH+]1C=CC=CC=1.[NH+]1C=CC=CC=1. Product: [C:1]([O:5][C:6]([NH:8][C@H:9]([C:23]([O:25][CH3:26])=[O:24])[CH2:10][C:11]1[CH:12]=[CH:13][C:14]([CH2:17][CH2:18][CH2:19][C:20](=[O:22])[CH3:21])=[CH:15][CH:16]=1)=[O:7])([CH3:4])([CH3:2])[CH3:3]. The catalyst class is: 2. (6) Reactant: C(OC([N:8]1[C:16]2[C:11](=[CH:12][C:13]([C:18]3[O:22][N:21]=[C:20]([CH3:23])[N:19]=3)=[C:14]([Cl:17])[CH:15]=2)[C:10]([CH3:25])([CH3:24])[CH2:9]1)=O)(C)(C)C. Product: [Cl:17][C:14]1[CH:15]=[C:16]2[C:11]([C:10]([CH3:24])([CH3:25])[CH2:9][NH:8]2)=[CH:12][C:13]=1[C:18]1[O:22][N:21]=[C:20]([CH3:23])[N:19]=1. The catalyst class is: 137. (7) Reactant: [Cl:1][C:2]1[C:9]([N+:10]([O-])=O)=[CH:8][C:5]([C:6]#[N:7])=[CH:4][C:3]=1[N:13]1[CH2:18][CH2:17][N:16]([CH3:19])[CH2:15][C:14]1=[O:20].[Cl-].[NH4+].C(=O)(O)[O-].[Na+].CCOC(C)=O. Product: [NH2:10][C:9]1[CH:8]=[C:5]([CH:4]=[C:3]([N:13]2[CH2:18][CH2:17][N:16]([CH3:19])[CH2:15][C:14]2=[O:20])[C:2]=1[Cl:1])[C:6]#[N:7]. The catalyst class is: 284.